Dataset: Forward reaction prediction with 1.9M reactions from USPTO patents (1976-2016). Task: Predict the product of the given reaction. (1) Given the reactants [CH2:1]([O:4][C:5]1[CH:6]=[C:7]([OH:12])[CH:8]=[C:9]([OH:11])[CH:10]=1)[CH2:2][CH3:3].[C:13](=[O:16])([O-])[O-].[K+].[K+].Br[CH2:20][CH2:21][CH2:22]OC.Cl, predict the reaction product. The product is: [CH3:13][O:16][CH2:3][CH2:2][CH2:1][O:4][C:5]1[CH:10]=[C:9]([OH:11])[CH:8]=[C:7]([O:12][CH2:20][CH2:21][CH3:22])[CH:6]=1. (2) Given the reactants Cl[CH2:2][CH2:3][NH:4][S:5]([C:8]1[CH:13]=[CH:12][C:11]([NH:14][C:15]2[CH:20]=[C:19]([O:21][C:22]3[C:23]([CH3:29])=[N:24][C:25]([CH3:28])=[CH:26][CH:27]=3)[CH:18]=[CH:17][N:16]=2)=[CH:10][CH:9]=1)(=[O:7])=[O:6].[NH:30]1[CH2:35][CH2:34][S:33](=[O:37])(=[O:36])[CH2:32][CH2:31]1, predict the reaction product. The product is: [CH3:29][C:23]1[C:22]([O:21][C:19]2[CH:18]=[CH:17][N:16]=[C:15]([NH:14][C:11]3[CH:12]=[CH:13][C:8]([S:5]([NH:4][CH2:3][CH2:2][N:30]4[CH2:35][CH2:34][S:33](=[O:37])(=[O:36])[CH2:32][CH2:31]4)(=[O:7])=[O:6])=[CH:9][CH:10]=3)[CH:20]=2)=[CH:27][CH:26]=[C:25]([CH3:28])[N:24]=1. (3) Given the reactants [CH3:1][S:2]([NH:5][C:6]1[CH:11]=[CH:10][C:9]([C:12](=O)[CH3:13])=[CH:8][CH:7]=1)(=[O:4])=[O:3].Cl.[NH2:16][OH:17], predict the reaction product. The product is: [CH3:1][S:2]([NH:5][C:6]1[CH:11]=[CH:10][C:9]([C:12](=[N:16][OH:17])[CH3:13])=[CH:8][CH:7]=1)(=[O:4])=[O:3]. (4) The product is: [C:1]([O:5][C:6]([N:8]1[CH2:26][CH2:25][C:11]2([CH2:14][N:13]([C@H:15]3[C:23]4[C:18](=[CH:19][C:20]([N:30]5[CH:29]=[C:28]([CH3:27])[CH:32]=[N:31]5)=[CH:21][CH:22]=4)[CH2:17][CH2:16]3)[CH2:12]2)[CH2:10][CH2:9]1)=[O:7])([CH3:4])([CH3:3])[CH3:2]. Given the reactants [C:1]([O:5][C:6]([N:8]1[CH2:26][CH2:25][C:11]2([CH2:14][N:13]([C@H:15]3[C:23]4[C:18](=[CH:19][C:20](Br)=[CH:21][CH:22]=4)[CH2:17][CH2:16]3)[CH2:12]2)[CH2:10][CH2:9]1)=[O:7])([CH3:4])([CH3:3])[CH3:2].[CH3:27][C:28]1[CH:29]=[N:30][NH:31][CH:32]=1.C(P(C(C)(C)C)C1N(C2C(C3C=CC=CC=3)=NN(C3C=CC=CC=3)C=2C2C=CC=CC=2)N=CC=1)(C)(C)C.C(=O)([O-])[O-].[Cs+].[Cs+], predict the reaction product. (5) Given the reactants [C:1]1([C:34]2[CH:39]=[CH:38][CH:37]=[CH:36][CH:35]=2)[CH:6]=[CH:5][C:4]([C:7]2[N:12]=[C:11]3[CH:13]=[C:14]([C:24]4[CH:25]=[C:26]([CH:30]=[CH:31][CH:32]=4)[C:27]([OH:29])=[O:28])[N:15](COCC[Si](C)(C)C)[C:10]3=[CH:9][C:8]=2[Cl:33])=[CH:3][CH:2]=1.CCCC[N+](CCCC)(CCCC)CCCC.[F-].C(N)CN, predict the reaction product. The product is: [C:1]1([C:34]2[CH:35]=[CH:36][CH:37]=[CH:38][CH:39]=2)[CH:6]=[CH:5][C:4]([C:7]2[N:12]=[C:11]3[CH:13]=[C:14]([C:24]4[CH:25]=[C:26]([CH:30]=[CH:31][CH:32]=4)[C:27]([OH:29])=[O:28])[NH:15][C:10]3=[CH:9][C:8]=2[Cl:33])=[CH:3][CH:2]=1. (6) Given the reactants [Cl:1][C:2]1[CH:15]=[C:14]([N+:16]([O-])=O)[CH:13]=[CH:12][C:3]=1[CH2:4][N:5]1[CH2:10][CH2:9][N:8]([CH3:11])[CH2:7][CH2:6]1.[NH4+].[Cl-].C(O)(=O)C, predict the reaction product. The product is: [Cl:1][C:2]1[CH:15]=[C:14]([CH:13]=[CH:12][C:3]=1[CH2:4][N:5]1[CH2:10][CH2:9][N:8]([CH3:11])[CH2:7][CH2:6]1)[NH2:16]. (7) Given the reactants Cl.[NH2:2][C:3]([C:5]1([N:16]([CH2:18][C:19]2[CH:20]=[C:21]3[C:26](=[CH:27][C:28]=2[O:29][CH3:30])[N:25]=[CH:24][N:23]=[C:22]3[NH:31][C:32]2[CH:37]=[CH:36][CH:35]=[C:34]([Cl:38])[C:33]=2[F:39])[CH3:17])[CH2:8][N:7](C(OC(C)(C)C)=O)[CH2:6]1)=[O:4], predict the reaction product. The product is: [Cl:38][C:34]1[C:33]([F:39])=[C:32]([NH:31][C:22]2[C:21]3[C:26](=[CH:27][C:28]([O:29][CH3:30])=[C:19]([CH2:18][N:16]([CH3:17])[C:5]4([C:3]([NH2:2])=[O:4])[CH2:8][NH:7][CH2:6]4)[CH:20]=3)[N:25]=[CH:24][N:23]=2)[CH:37]=[CH:36][CH:35]=1.